Dataset: Catalyst prediction with 721,799 reactions and 888 catalyst types from USPTO. Task: Predict which catalyst facilitates the given reaction. Reactant: C[O-].[Na+].Cl.[NH2:5]O.[F:7][C:8]1[CH:13]=[C:12]([F:14])[CH:11]=[CH:10][C:9]=1[N:15]1[C:23]2[CH:22]3[CH2:24][CH:19]([CH2:20][CH2:21]3)[C:18]=2[C:17]([C:25](=[N:28][C:29](=[O:34])[C:30]([CH3:33])([CH3:32])[CH3:31])OC)=[N:16]1. Product: [C:30]([C:29]1[O:34][N:5]=[C:25]([C:17]2[C:18]3[CH:19]4[CH2:24][CH:22]([C:23]=3[N:15]([C:9]3[CH:10]=[CH:11][C:12]([F:14])=[CH:13][C:8]=3[F:7])[N:16]=2)[CH2:21][CH2:20]4)[N:28]=1)([CH3:33])([CH3:31])[CH3:32]. The catalyst class is: 5.